Dataset: Catalyst prediction with 721,799 reactions and 888 catalyst types from USPTO. Task: Predict which catalyst facilitates the given reaction. (1) Reactant: C([O-])([O-])=O.[K+].[K+].Br[CH2:8][CH:9]=[CH2:10].[CH2:11]([O:13][C:14](=[O:23])[C:15]1[CH:20]=[CH:19][C:18]([Cl:21])=[C:17]([OH:22])[CH:16]=1)[CH3:12]. Product: [CH2:11]([O:13][C:14](=[O:23])[C:15]1[CH:20]=[CH:19][C:18]([Cl:21])=[C:17]([O:22][CH2:10][CH:9]=[CH2:8])[CH:16]=1)[CH3:12]. The catalyst class is: 21. (2) Reactant: [NH:1]1[CH2:6][CH2:5][NH:4][CH2:3][CH:2]1[C:7]([OH:9])=[O:8].[OH-].[Na+].[CH3:24][C:23]([O:22][C:20](O[C:20]([O:22][C:23]([CH3:26])([CH3:25])[CH3:24])=[O:21])=[O:21])([CH3:26])[CH3:25].Cl[C:28]([O:30][CH2:31][C:32]1[CH:37]=[CH:36][CH:35]=[CH:34][CH:33]=1)=[O:29].Cl. Product: [CH2:31]([O:30][C:28]([N:1]1[CH2:6][CH2:5][N:4]([C:20]([O:22][C:23]([CH3:24])([CH3:25])[CH3:26])=[O:21])[CH2:3][CH:2]1[C:7]([OH:9])=[O:8])=[O:29])[C:32]1[CH:37]=[CH:36][CH:35]=[CH:34][CH:33]=1. The catalyst class is: 38. (3) Reactant: C(OC([N:8]([C:22]1[N:23]=[C:24]2[C:29]([CH3:30])=[CH:28][CH:27]=[CH:26][N:25]2[C:31]=1[CH3:32])[S:9]([C:12]1[CH:21]=[CH:20][C:15]([C:16]([O:18][CH3:19])=[O:17])=[CH:14][CH:13]=1)(=[O:11])=[O:10])=O)(C)(C)C.Cl. Product: [CH3:32][C:31]1[N:25]2[CH:26]=[CH:27][CH:28]=[C:29]([CH3:30])[C:24]2=[N:23][C:22]=1[NH:8][S:9]([C:12]1[CH:21]=[CH:20][C:15]([C:16]([O:18][CH3:19])=[O:17])=[CH:14][CH:13]=1)(=[O:11])=[O:10]. The catalyst class is: 12. (4) Reactant: [C:1]([NH:4][C@:5]1([C@@H:54]([CH2:56][CH3:57])[CH3:55])[CH2:9][CH2:8][N:7]([C@@H:10]([CH2:45][CH2:46][C:47]2[CH:52]=[CH:51][CH:50]=[CH:49][CH:48]=2)[C:11]([NH:13][C@@H:14]([CH2:36][C:37]2[CH:42]=[C:41]([F:43])[CH:40]=[C:39]([F:44])[CH:38]=2)[C@@H:15]([C@H:17]2C[CH2:21][CH2:20][CH2:19][N:18]2C(C2C=CC=CC=2)C2C=CC=CC=2)[OH:16])=[O:12])[C:6]1=[O:53])(=[O:3])[CH3:2].FC1C=C(C=C(F)C=1)C[C@H]1[C@@H]([C@H]2C[C@@H]([O:73][C:74]3[CH:75]=[N:76][CH:77]=[CH:78][CH:79]=3)CN2C(C2C=CC=CC=2)C2C=CC=CC=2)OC(=O)N1.C1(P(C2C=CC=CC=2)C2C=CC=CC=2)C=CC=CC=1.CCOC(/N=N/C(OCC)=O)=O.FC1C=C(C=C(F)C=1)C[C@H]1[C@@H]([C@H]2C[C@H](O)CN2C(C2C=CC=CC=2)C2C=CC=CC=2)OC(=O)N1.OC1C=NC=CC=1. Product: [C:1]([NH:4][C@:5]1([C@@H:54]([CH2:56][CH3:57])[CH3:55])[CH2:9][CH2:8][N:7]([C@@H:10]([CH2:45][CH2:46][C:47]2[CH:48]=[CH:49][CH:50]=[CH:51][CH:52]=2)[C:11]([NH:13][C@@H:14]([CH2:36][C:37]2[CH:38]=[C:39]([F:44])[CH:40]=[C:41]([F:43])[CH:42]=2)[C@H:15]([OH:16])[C@H:17]2[CH2:21][C@@H:20]([O:73][C:74]3[CH:75]=[N:76][CH:77]=[CH:78][CH:79]=3)[CH2:19][NH:18]2)=[O:12])[C:6]1=[O:53])(=[O:3])[CH3:2]. The catalyst class is: 1.